Dataset: Peptide-MHC class II binding affinity with 134,281 pairs from IEDB. Task: Regression. Given a peptide amino acid sequence and an MHC pseudo amino acid sequence, predict their binding affinity value. This is MHC class II binding data. The peptide sequence is GKFKLTDRRELLESL. The MHC is DRB1_0101 with pseudo-sequence DRB1_0101. The binding affinity (normalized) is 0.618.